From a dataset of Full USPTO retrosynthesis dataset with 1.9M reactions from patents (1976-2016). Predict the reactants needed to synthesize the given product. (1) Given the product [Cl:35][C:28]1[CH:29]=[CH:30][C:31]2[C:32]3[N:33]=[CH:34][C:22]([C:6]4[N:2]([CH3:1])[N:3]=[N:4][C:5]=4[CH3:20])=[CH:23][C:24]=3[NH:25][C:26]=2[CH:27]=1, predict the reactants needed to synthesize it. The reactants are: [CH3:1][N:2]1[C:6]([Sn](CCCC)(CCCC)CCCC)=[C:5]([CH3:20])[N:4]=[N:3]1.Br[C:22]1[CH:34]=[N:33][C:32]2[C:31]3[CH:30]=[CH:29][C:28]([Cl:35])=[CH:27][C:26]=3[NH:25][C:24]=2[CH:23]=1.C(N(CC)CC)C. (2) Given the product [Cl:7][Ni:9][Cl:8].[CH:35]1[CH:34]=[C:33]([S:37]([O-:40])(=[O:39])=[O:38])[CH:32]=[C:31]([P:20]([C:12]2[CH:11]=[CH:10][CH:15]=[C:14]([S:16]([O-:19])(=[O:17])=[O:18])[CH:13]=2)[C:21]2[CH:26]=[CH:25][CH:24]=[C:23]([S:27]([O-:30])(=[O:29])=[O:28])[CH:22]=2)[CH:36]=1.[Na+:41].[Na+:41].[Na+:41], predict the reactants needed to synthesize it. The reactants are: O.O.O.O.O.O.[Cl-:7].[Cl-:8].[Ni+2:9].[CH:10]1[CH:15]=[C:14]([S:16]([O-:19])(=[O:18])=[O:17])[CH:13]=[C:12]([P:20]([C:31]2[CH:36]=[CH:35][CH:34]=[C:33]([S:37]([O-:40])(=[O:39])=[O:38])[CH:32]=2)[C:21]2[CH:26]=[CH:25][CH:24]=[C:23]([S:27]([O-:30])(=[O:29])=[O:28])[CH:22]=2)[CH:11]=1.[Na+:41].[Na+].[Na+]. (3) Given the product [CH:12]1[CH:13]=[CH:14][C:15]2[C:10](=[C:9]3[N:8]=[C:7]4[N:40]=[C:39]([C:4]5[CH:3]=[CH:2][CH:1]=[CH:6][C:5]=54)[N:38]=[C:36]4[NH:37][C:29]([C:30]5[CH:31]=[CH:32][CH:33]=[CH:34][C:35]=54)=[N:28][C:26]4=[N:27][C:19]([C:20]5[CH:21]=[CH:22][CH:23]=[CH:24][C:25]=54)=[N:18][C:16]=2[NH:17]3)[CH:11]=1.[CH:12]1[CH:11]=[C:10]2[C:9]3[N-:17][C:16]([C:15]2=[CH:14][CH:13]=1)=[N:18][C:19]1=[N:27][C:26]([C:25]2[C:20]1=[CH:21][CH:22]=[CH:23][CH:24]=2)=[N:28][C:29]1=[N:37][C:36]([C:35]2[C:30]1=[CH:31][CH:32]=[CH:33][CH:34]=2)=[N:38][C:39]1[N-:40][C:7](=[C:5]2[C:4]=1[CH:3]=[CH:2][CH:1]=[CH:6]2)[N:8]=3.[O-2:41].[Ti+4:42], predict the reactants needed to synthesize it. The reactants are: [CH:1]1[CH:6]=[C:5]2[C:7]3[N-:40][C:39]([C:4]2=[CH:3][CH:2]=1)=[N:38][C:36]1=[N:37][C:29]([C:30]2[C:35]1=[CH:34][CH:33]=[CH:32][CH:31]=2)=[N:28][C:26]1=[N:27][C:19]([C:20]2[C:25]1=[CH:24][CH:23]=[CH:22][CH:21]=2)=[N:18][C:16]1[N-:17][C:9](=[C:10]2[C:15]=1[CH:14]=[CH:13][CH:12]=[CH:11]2)[N:8]=3.[O-2:41].[Ti+4:42].O.